Dataset: Experimentally validated miRNA-target interactions with 360,000+ pairs, plus equal number of negative samples. Task: Binary Classification. Given a miRNA mature sequence and a target amino acid sequence, predict their likelihood of interaction. (1) The protein sequence of the target gene is MVEKILIHRILTLFPNAIARKLLLMLTFILIFWIIYLASKDHTKFSFNLENHIILNQGNIFKKYSHSETPLCPAVSPKETELRIKDIMEKLDQQIPPRPFTHVNTTTSATHSTATILNPQDTYCRGDQLDILLEVRDHLGHRKQYGGDFLRARMYSTALMAGASGKVTDFNNGTYLVSFTLFWEGQVSLSLLLIHPSEGVSALWRARNQGCDRIIFTGLFANRSSNVFTECGLTLNTNAELCQYMDDRDQEAFYCVRPQHMPCEALTHMTTRTRNISYLSKEEWRLFHRSNIGVEMMKNF.... Result: 0 (no interaction). The miRNA is hsa-miR-6765-3p with sequence UCACCUGGCUGGCCCGCCCAG. (2) The miRNA is hsa-miR-186-5p with sequence CAAAGAAUUCUCCUUUUGGGCU. The protein sequence of the target gene is MTARGQSPLAPLLETLEDPSASHGGQTDAYLTLTSRMTGEEGKEVITEIEKKLPRLYKVLKTHISSQNSELSSAALQALGFCLYNPKITSELSEANALELLSKLNDTIKNSDKNVRTRALWVISKQTFPSEVVGKMVSSIIDSLEILFNKGETHSAVVDFEALNVIVRLIEQAPIQMGEEAVRWAKLVIPLVVHSAQKVHLRGATALEMGMPLLLQKQQEIASITEQLMTTKLISELQKLFMSKNETYVLKLWPLFVKLLGRTLHRSGSFINSLLQLEELGFRSGAPMIKKIAFIAWKSL.... Result: 1 (interaction). (3) The miRNA is hsa-miR-1298-5p with sequence UUCAUUCGGCUGUCCAGAUGUA. The protein sequence of the target gene is MLPGLAAAAAHRCSWSSLCRLRLRCRAAACNPSDRQEWQNLVTFGSFSNMVPCSHPYIGTLSQVKLYSTNVQKEGQGSQTLRVEKVPSFETAEGIGTELKAPLKQEPLQVRVKAVLKKREYGSKYTQNNFITGVRAINEFCLKSSDLEQLRKIRRRSPHEDTESFTVYLRSDVEAKSLEVWGSPEALAREKKLRKEAEIEYRERLFRNQKILREYRDFLGNTKPRSRTASVFFKGPGKVVMVAICINGLNCFFKFLAWIYTGSASMFSEAIHSLSDTCNQGLLALGISKSVQTPDPSHPY.... Result: 1 (interaction). (4) The miRNA is hsa-miR-548b-5p with sequence AAAAGUAAUUGUGGUUUUGGCC. The protein sequence of the target gene is MSASAATGVFVLSLSAIPVTYVFNHLAAQHDSWTIVGVAALILFLVALLARVLVKRKPPRDPLFYVYAVFGFTSVVNLIIGLEQDGIIDGFMTHYLREGEPYLNTAYGHMICYWDGSAHYLMYLVMVAAIAWEETYRTIGLYWVGSIIMSVVVFVPGNIVGKYGTRICPAFFLSIPYTCLPVWAGFRIYNQPSENYNYPSKVIQEAQAKDLLRRPFDLMLVVCLLLATGFCLFRGLIALDCPSELCRLYTQFQEPYLKDPAAYPKIQMLAYMFYSVPYFVTALYGLVVPGCSWMPDITLI.... Result: 1 (interaction).